Dataset: NCI-60 drug combinations with 297,098 pairs across 59 cell lines. Task: Regression. Given two drug SMILES strings and cell line genomic features, predict the synergy score measuring deviation from expected non-interaction effect. Drug 1: CC1=C(N=C(N=C1N)C(CC(=O)N)NCC(C(=O)N)N)C(=O)NC(C(C2=CN=CN2)OC3C(C(C(C(O3)CO)O)O)OC4C(C(C(C(O4)CO)O)OC(=O)N)O)C(=O)NC(C)C(C(C)C(=O)NC(C(C)O)C(=O)NCCC5=NC(=CS5)C6=NC(=CS6)C(=O)NCCC[S+](C)C)O. Drug 2: C1C(C(OC1N2C=NC3=C2NC=NCC3O)CO)O. Cell line: K-562. Synergy scores: CSS=35.4, Synergy_ZIP=10.2, Synergy_Bliss=9.04, Synergy_Loewe=6.33, Synergy_HSA=9.06.